Dataset: Forward reaction prediction with 1.9M reactions from USPTO patents (1976-2016). Task: Predict the product of the given reaction. (1) Given the reactants [CH3:1][C:2]1[O:3][CH:4]=[C:5]([CH2:7][N:8]2[CH2:13][CH2:12][N:11]([C:14](=[O:17])[CH:15]=[CH2:16])[CH2:10][CH2:9]2)[N:6]=1.Br[C:19]1[CH:31]=[CH:30][C:29]([Cl:32])=[CH:28][C:20]=1[CH2:21][C:22]1[O:26][N:25]=[C:24]([CH3:27])[N:23]=1, predict the reaction product. The product is: [Cl:32][C:29]1[CH:30]=[CH:31][C:19](/[CH:16]=[CH:15]/[C:14]([N:11]2[CH2:12][CH2:13][N:8]([CH2:7][C:5]3[N:6]=[C:2]([CH3:1])[O:3][CH:4]=3)[CH2:9][CH2:10]2)=[O:17])=[C:20]([CH2:21][C:22]2[O:26][N:25]=[C:24]([CH3:27])[N:23]=2)[CH:28]=1. (2) Given the reactants [CH2:1]([C:3]1([NH:25][C:26](=[O:32])[O:27][C:28]([CH3:31])([CH3:30])[CH3:29])[CH2:8][CH2:7][CH:6]([O:9][C:10]2[N:11]=[CH:12][N:13]=[C:14]3[C:21]=2[C:20]2[C@@H:19]([CH2:22][CH:23]=[O:24])[CH2:18][CH2:17][C:16]=2[S:15]3)[CH2:5][CH2:4]1)[CH3:2].C[Mg+].[Br-].[CH2:36]1COCC1, predict the reaction product. The product is: [CH2:1]([C:3]1([NH:25][C:26](=[O:32])[O:27][C:28]([CH3:31])([CH3:30])[CH3:29])[CH2:4][CH2:5][CH:6]([O:9][C:10]2[N:11]=[CH:12][N:13]=[C:14]3[C:21]=2[C:20]2[C@@H:19]([CH2:22][C@H:23]([OH:24])[CH3:36])[CH2:18][CH2:17][C:16]=2[S:15]3)[CH2:7][CH2:8]1)[CH3:2].[CH2:1]([C:3]1([NH:25][C:26](=[O:32])[O:27][C:28]([CH3:31])([CH3:30])[CH3:29])[CH2:4][CH2:5][CH:6]([O:9][C:10]2[N:11]=[CH:12][N:13]=[C:14]3[C:21]=2[C:20]2[C@@H:19]([CH2:22][C@@H:23]([OH:24])[CH3:36])[CH2:18][CH2:17][C:16]=2[S:15]3)[CH2:7][CH2:8]1)[CH3:2]. (3) Given the reactants [CH3:1][CH2:2][CH2:3][CH2:4][CH:5]1[C:10](=[O:11])[N:9]([C:12]2[CH:17]=[CH:16][C:15]([OH:18])=[CH:14][CH:13]=2)[N:8]([C:19]2[CH:24]=[CH:23][CH:22]=[CH:21][CH:20]=2)[C:6]1=[O:7].[OH2:25].OO.[OH-].[Na+].Cl, predict the reaction product. The product is: [CH2:4]([C:5]1([OH:25])[C:10](=[O:11])[N:9]([C:12]2[CH:17]=[CH:16][C:15]([OH:18])=[CH:14][CH:13]=2)[N:8]([C:19]2[CH:20]=[CH:21][CH:22]=[CH:23][CH:24]=2)[C:6]1=[O:7])[CH2:3][CH2:2][CH3:1]. (4) The product is: [Cl:15][C:12]1[CH:13]=[CH:14][C:9]([O:8][CH2:7][C:6]([OH:18])=[O:5])=[C:10]([C:16]#[CH:17])[CH:11]=1. Given the reactants C([O:5][C:6](=[O:18])[CH2:7][O:8][C:9]1[CH:14]=[CH:13][C:12]([Cl:15])=[CH:11][C:10]=1[C:16]#[CH:17])(C)(C)C.Cl.O1CCOCC1, predict the reaction product. (5) Given the reactants [Cl:1][C:2]1[N:3]=[CH:4][C:5]2[NH:6][C:7](=[O:20])[C:8]([F:19])([F:18])[CH2:9][N:10]([CH:13]3[CH2:17][CH2:16][CH2:15][CH2:14]3)[C:11]=2[N:12]=1.[H-].[Na+].[CH3:23]I, predict the reaction product. The product is: [Cl:1][C:2]1[N:3]=[CH:4][C:5]2[N:6]([CH3:23])[C:7](=[O:20])[C:8]([F:18])([F:19])[CH2:9][N:10]([CH:13]3[CH2:14][CH2:15][CH2:16][CH2:17]3)[C:11]=2[N:12]=1. (6) Given the reactants [OH:1][C:2]1[CH:7]=[C:6]([CH3:8])[N:5]([C:9]2[C:10]([CH3:19])=[C:11]([CH:16]=[CH:17][CH:18]=2)[C:12]([O:14][CH3:15])=[O:13])[C:4](=[O:20])[CH:3]=1.[F:21][C:22]1[CH:29]=[C:28]([F:30])[CH:27]=[CH:26][C:23]=1[CH2:24]Br.C([O-])([O-])=O.[K+].[K+].O, predict the reaction product. The product is: [F:21][C:22]1[CH:29]=[C:28]([F:30])[CH:27]=[CH:26][C:23]=1[CH2:24][O:1][C:2]1[CH:7]=[C:6]([CH3:8])[N:5]([C:9]2[C:10]([CH3:19])=[C:11]([CH:16]=[CH:17][CH:18]=2)[C:12]([O:14][CH3:15])=[O:13])[C:4](=[O:20])[CH:3]=1. (7) The product is: [Cl:3][C:4]1[CH:9]=[CH:8][CH:7]=[CH:6][C:5]=1[N:10]1[C:14]([C:15]([OH:17])=[O:16])=[CH:13][C:12]([C:19]2[CH:24]=[CH:23][N:22]=[C:21]([Cl:25])[CH:20]=2)=[N:11]1. Given the reactants [OH-].[Na+].[Cl:3][C:4]1[CH:9]=[CH:8][CH:7]=[CH:6][C:5]=1[N:10]1[C:14]([C:15]([O:17]C)=[O:16])=[CH:13][C:12]([C:19]2[CH:24]=[CH:23][N:22]=[C:21]([Cl:25])[CH:20]=2)=[N:11]1.C1COCC1, predict the reaction product. (8) Given the reactants Cl.[CH2:2]([C:4]1[C:12]([NH:13][CH2:14][CH:15]2[CH2:20][CH2:19][O:18][CH2:17][CH2:16]2)=[C:7]2[CH:8]=[CH:9][CH:10]=[CH:11][N:6]2[N:5]=1)[CH3:3].C(=O)([O-])[O-].[K+].[K+], predict the reaction product. The product is: [CH2:2]([C:4]1[C:12]([NH:13][CH2:14][CH:15]2[CH2:20][CH2:19][O:18][CH2:17][CH2:16]2)=[C:7]2[CH:8]=[CH:9][CH:10]=[CH:11][N:6]2[N:5]=1)[CH3:3]. (9) The product is: [Br:1][C:2]1[CH:3]=[CH:4][C:5]([C:8]2([C:9]#[N:10])[CH2:16][CH2:15][CH2:14][CH2:13][CH2:12]2)=[N:6][CH:7]=1. Given the reactants [Br:1][C:2]1[CH:3]=[CH:4][C:5]([CH2:8][C:9]#[N:10])=[N:6][CH:7]=1.Br[CH2:12][CH2:13][CH2:14][CH2:15][CH2:16]Br, predict the reaction product.